From a dataset of Reaction yield outcomes from USPTO patents with 853,638 reactions. Predict the reaction yield, written as a fraction of the theoretical maximum amount of product (1.0 means a 100% yield; for example, 0.34 means a 34% yield). (1) The yield is 0.860. The product is [CH:18]1([NH:21][C:22](=[O:36])[C:23]2[CH:28]=[CH:27][C:26]([N:29]3[CH2:34][CH2:33][N:32]([CH2:2][C:3]4[CH:12]=[N:11][C:10]5[N:9]6[CH2:13][CH2:14][CH2:15][CH2:16][C@H:8]6[C:7](=[O:17])[NH:6][C:5]=5[CH:4]=4)[CH2:31][CH2:30]3)=[C:25]([F:35])[CH:24]=2)[CH2:19][CH2:20]1. The reactants are O[CH2:2][C:3]1[CH:12]=[N:11][C:10]2[N:9]3[CH2:13][CH2:14][CH2:15][CH2:16][C@H:8]3[C:7](=[O:17])[NH:6][C:5]=2[CH:4]=1.[CH:18]1([NH:21][C:22](=[O:36])[C:23]2[CH:28]=[CH:27][C:26]([N:29]3[CH2:34][CH2:33][NH:32][CH2:31][CH2:30]3)=[C:25]([F:35])[CH:24]=2)[CH2:20][CH2:19]1.[I-].C(C[P+](C)(C)C)#N.C(N(CC)C(C)C)(C)C. The catalyst is C(#N)CC. (2) The reactants are [C:1]([O:5][C:6](=[O:24])[N:7](C)[CH:8]1CCN(C2C=CC([N+]([O-])=O)=CN=2)CC1)([CH3:4])([CH3:3])[CH3:2].[H][H]. The catalyst is C(OCC)(=O)C.[Pd]. The product is [C:1]([O:5][C:6](=[O:24])[NH:7][CH3:8])([CH3:4])([CH3:3])[CH3:2]. The yield is 0.980. (3) The reactants are [CH3:1][C:2]1[O:3][C:4]2[CH:10]=[C:9]([N+:11]([O-:13])=[O:12])[CH:8]=[CH:7][C:5]=2[N:6]=1.C(O)(=O)C.[BH4-].[Na+]. The catalyst is O1CCCC1. The product is [CH2:2]([NH:6][C:5]1[CH:7]=[CH:8][C:9]([N+:11]([O-:13])=[O:12])=[CH:10][C:4]=1[OH:3])[CH3:1]. The yield is 0.920. (4) The reactants are [OH:1][C:2]1[CH:7]=[C:6]([OH:8])[CH:5]=[CH:4][C:3]=1[C:9](=[O:15])[CH2:10][CH2:11][C:12]([OH:14])=[O:13].OS(O)(=O)=O.[CH3:21]O. No catalyst specified. The product is [CH3:21][O:13][C:12](=[O:14])[CH2:11][CH2:10][C:9]([C:3]1[CH:4]=[CH:5][C:6]([OH:8])=[CH:7][C:2]=1[OH:1])=[O:15]. The yield is 1.00. (5) The reactants are [C:1]([CH2:3][CH2:4][P:5]([CH:10]([O:14][CH2:15][CH3:16])[O:11][CH2:12][CH3:13])(=[O:9])[O:6][CH2:7][CH3:8])#[N:2]. The catalyst is N.CCO.[Ni]. The product is [NH2:2][CH2:1][CH2:3][CH2:4][P:5]([CH:10]([O:14][CH2:15][CH3:16])[O:11][CH2:12][CH3:13])(=[O:9])[O:6][CH2:7][CH3:8]. The yield is 0.850. (6) The reactants are [F:1][C:2]1[CH:3]=[C:4]2[C:8](=[CH:9][CH:10]=1)[NH:7][CH:6]=[C:5]2[CH:11]=[O:12].[CH2:13](OC(C1NC2C(C=1)=CC=CC=2)=O)[CH3:14]. No catalyst specified. The product is [CH2:13]([N:7]1[C:8]2[C:4](=[CH:3][C:2]([F:1])=[CH:10][CH:9]=2)[C:5]([CH:11]=[O:12])=[CH:6]1)[CH3:14]. The yield is 0.570. (7) The reactants are Br[CH2:2][CH2:3][CH2:4][CH2:5][CH2:6][CH2:7][O:8][CH2:9][C:10]([C:13]1[CH:18]=[CH:17][CH:16]=[C:15]([CH3:19])[CH:14]=1)([F:12])[F:11].FC(F)(C1C=CC=CC=1)COCCCCCC[N:30]1[C:38](=[O:39])[C:37]2[C:32](=[CH:33][CH:34]=[CH:35][CH:36]=2)[C:31]1=[O:40]. No catalyst specified. The product is [F:11][C:10]([F:12])([C:13]1[CH:18]=[CH:17][CH:16]=[C:15]([CH3:19])[CH:14]=1)[CH2:9][O:8][CH2:7][CH2:6][CH2:5][CH2:4][CH2:3][CH2:2][N:30]1[C:38](=[O:39])[C:37]2[C:32](=[CH:33][CH:34]=[CH:35][CH:36]=2)[C:31]1=[O:40]. The yield is 0.400. (8) The reactants are C(O)C.C(OC(=O)[NH:10][CH2:11][CH2:12][S:13]([C:16]1[C:17]2[CH:18]=[CH:19][N:20]=[CH:21][C:22]=2[CH:23]=[C:24]([C:26]2[CH:31]=[CH:30][C:29]([O:32]C3CCCCO3)=[CH:28][CH:27]=2)[CH:25]=1)(=[O:15])=[O:14])(C)(C)C.[ClH:40]. The catalyst is O. The product is [ClH:40].[ClH:40].[NH2:10][CH2:11][CH2:12][S:13]([C:16]1[CH:25]=[C:24]([C:26]2[CH:31]=[CH:30][C:29]([OH:32])=[CH:28][CH:27]=2)[CH:23]=[C:22]2[C:17]=1[CH:18]=[CH:19][N:20]=[CH:21]2)(=[O:14])=[O:15]. The yield is 1.01. (9) The reactants are Br[C:2]1[CH:3]=[CH:4][C:5]2[O:9][C:8]([CH2:10][CH2:11][N:12]3[CH2:16][CH2:15][CH2:14][C@H:13]3[CH3:17])=[CH:7][C:6]=2[CH:18]=1.C1(P(C2CCCCC2)C2CCCCC2)C(C2C=CC=CC=2)=CC=CC=1.[OH:44][CH2:45][C:46]1[CH:51]=[CH:50][C:49](B(O)O)=[CH:48][CH:47]=1.C([O-])([O-])=O.[Na+].[Na+]. The catalyst is C1C=CC=CC=1.C(O)C.CCOC(C)=O.C([O-])(=O)C.[Pd+2].C([O-])(=O)C. The product is [CH3:17][C@@H:13]1[CH2:14][CH2:15][CH2:16][N:12]1[CH2:11][CH2:10][C:8]1[O:9][C:5]2[CH:4]=[CH:3][C:2]([C:49]3[CH:50]=[CH:51][C:46]([CH2:45][OH:44])=[CH:47][CH:48]=3)=[CH:18][C:6]=2[CH:7]=1. The yield is 0.120. (10) The reactants are Cl[CH2:2][CH2:3][NH:4][CH2:5][C:6]1[NH:7][C:8](=[O:31])[C:9]2[C:10](=[N:12][N:13]([CH2:22][C:23]3[CH:28]=[CH:27][C:26]([O:29][CH3:30])=[CH:25][CH:24]=3)[C:14]=2[NH:15]C2C=CC=CC=2)[N:11]=1.C(=O)([O-])[O-].[Cs+].[Cs+]. The catalyst is O1CCOCC1. The product is [CH3:30][O:29][C:26]1[CH:25]=[CH:24][C:23]([CH2:22][N:13]2[C:14]3[N:15]=[C:2]4[CH2:3][NH:4][CH2:5][CH2:6][N:7]4[C:8](=[O:31])[C:9]=3[C:10]([NH:11][C:23]3[CH:28]=[CH:27][CH:26]=[CH:25][CH:24]=3)=[N:12]2)=[CH:28][CH:27]=1. The yield is 0.560.